This data is from Experimentally validated miRNA-target interactions with 360,000+ pairs, plus equal number of negative samples. The task is: Binary Classification. Given a miRNA mature sequence and a target amino acid sequence, predict their likelihood of interaction. The miRNA is hsa-miR-3938 with sequence AAUUCCCUUGUAGAUAACCCGG. The protein sequence of the target gene is MMASYPEPEDAAGALLAPETGRTVKEPEGPPPSPGKGGGGGGGTAPEKPDPAQKPPYSYVALIAMAIRESAEKRLTLSGIYQYIIAKFPFYEKNKKGWQNSIRHNLSLNECFIKVPREGGGERKGNYWTLDPACEDMFEKGNYRRRRRMKRPFRPPPAHFQPGKGLFGAGGAAGGCGVAGAGADGYGYLAPPKYLQSGFLNNSWPLPQPPSPMPYASCQMAAAAAAAAAAAAAAGPGSPGAAAVVKGLAGPAASYGPYTRVQSMALPPGVVNSYNGLGGPPAAPPPPPHPHPHPHAHHLH.... Result: 0 (no interaction).